This data is from CYP2D6 inhibition data for predicting drug metabolism from PubChem BioAssay. The task is: Regression/Classification. Given a drug SMILES string, predict its absorption, distribution, metabolism, or excretion properties. Task type varies by dataset: regression for continuous measurements (e.g., permeability, clearance, half-life) or binary classification for categorical outcomes (e.g., BBB penetration, CYP inhibition). Dataset: cyp2d6_veith. (1) The drug is O=C(O)/C(Cc1cn[nH]n1)=N\O. The result is 0 (non-inhibitor). (2) The compound is CC[C@](N)(CCC(=O)O)C(=O)O. The result is 0 (non-inhibitor). (3) The drug is CC(C)(CCP(=O)(O)O)C(=O)O. The result is 0 (non-inhibitor). (4) The drug is COc1ccc(-n2c(=O)c(CCc3ccccc3)nc3cnc(N4CCN(C)CC4)nc32)cc1. The result is 0 (non-inhibitor). (5) The compound is Cc1cc2nc(C3CCCN(C(=O)NCc4ccccc4)C3)[nH]c2cc1C. The result is 1 (inhibitor). (6) The compound is O=C(c1ccccc1)c1c[nH]c(C(=O)NCCCn2ccnc2)c1. The result is 1 (inhibitor). (7) The result is 0 (non-inhibitor). The compound is CCCC1S/C(=N/N=C/c2ccc(OC)cc2)N(Cc2ccc(OC)cc2)C1=O. (8) The molecule is CC(=O)NS(=O)(=O)c1ccc(NC(=O)NC2CCCCC2)cc1. The result is 0 (non-inhibitor). (9) The drug is CC(C)NC(=O)CC(=O)N/N=C/c1ccc(Br)cc1. The result is 0 (non-inhibitor).